From a dataset of Forward reaction prediction with 1.9M reactions from USPTO patents (1976-2016). Predict the product of the given reaction. (1) Given the reactants [CH3:1]N(C)CCN(C)C.BrCBr.[F:12][C:13]1[CH:18]=[CH:17][C:16]([CH:19]2[CH2:24][CH2:23][N:22]([C:25]([O:27][C:28]([CH3:31])([CH3:30])[CH3:29])=[O:26])[CH2:21][CH:20]2[O:32][C:33]([C:35]2[CH:44]=[CH:43][C:42]3[C:37](=[CH:38][CH:39]=[CH:40][CH:41]=3)[CH:36]=2)=O)=[CH:15][CH:14]=1.[Cl-].[NH4+], predict the reaction product. The product is: [F:12][C:13]1[CH:14]=[CH:15][C:16]([CH:19]2[CH2:24][CH2:23][N:22]([C:25]([O:27][C:28]([CH3:30])([CH3:31])[CH3:29])=[O:26])[CH2:21][CH:20]2[O:32][C:33]([C:35]2[CH:44]=[CH:43][C:42]3[C:37](=[CH:38][CH:39]=[CH:40][CH:41]=3)[CH:36]=2)=[CH2:1])=[CH:17][CH:18]=1. (2) Given the reactants [C:1]([C:3]1[CH:4]=[C:5]([CH2:9][C:10]([O:12][CH3:13])=[O:11])[CH:6]=[CH:7][CH:8]=1)#[N:2].[H][H].[ClH:16].O1CCOCC1, predict the reaction product. The product is: [ClH:16].[CH3:13][O:12][C:10](=[O:11])[CH2:9][C:5]1[CH:6]=[CH:7][CH:8]=[C:3]([CH2:1][NH2:2])[CH:4]=1. (3) Given the reactants [C:1]([O:5][C:6](=[O:33])[N:7]([C@@H:21]([C:23]1[C:32]2[C:27](=[CH:28][CH:29]=[CH:30][CH:31]=2)[CH:26]=[CH:25][CH:24]=1)[CH3:22])[CH2:8][CH:9]1[CH:14]([C:15]2[CH:20]=[CH:19][CH:18]=[CH:17][CH:16]=2)[CH2:13][CH2:12][NH:11][CH2:10]1)([CH3:4])([CH3:3])[CH3:2].[O:34]1[CH:38]=[CH:37][C:36]([CH:39]=O)=[CH:35]1.C(O[BH-](OC(=O)C)OC(=O)C)(=O)C.[N-]=C=O, predict the reaction product. The product is: [O:34]1[CH:38]=[CH:37][C:36]([CH2:39][N:11]2[CH2:12][CH2:13][CH:14]([C:15]3[CH:16]=[CH:17][CH:18]=[CH:19][CH:20]=3)[CH:9]([CH2:8][N:7]([C@@H:21]([C:23]3[C:32]4[C:27](=[CH:28][CH:29]=[CH:30][CH:31]=4)[CH:26]=[CH:25][CH:24]=3)[CH3:22])[C:6](=[O:33])[O:5][C:1]([CH3:2])([CH3:3])[CH3:4])[CH2:10]2)=[CH:35]1. (4) Given the reactants [Li]CCCC.Br[C:7]1[CH:12]=[CH:11][N:10]=[C:9]([CH3:13])[CH:8]=1.[Sn:14](Cl)([CH2:23][CH2:24][CH2:25][CH3:26])([CH2:19][CH2:20][CH2:21][CH3:22])[CH2:15][CH2:16][CH2:17][CH3:18], predict the reaction product. The product is: [CH3:13][C:9]1[CH:8]=[C:7]([Sn:14]([CH2:19][CH2:20][CH2:21][CH3:22])([CH2:23][CH2:24][CH2:25][CH3:26])[CH2:15][CH2:16][CH2:17][CH3:18])[CH:12]=[CH:11][N:10]=1. (5) Given the reactants [OH:1][C@@:2]1([C:9]#[C:10][C:11]2[CH:12]=[C:13]([C:17]3[N:18]=[C:19]([C:26]([O:28]CC)=O)[C:20]4[CH2:25][CH2:24][CH2:23][C:21]=4[N:22]=3)[CH:14]=[CH:15][CH:16]=2)[CH2:6][CH2:5][N:4]([CH3:7])[C:3]1=[O:8].[NH3:31], predict the reaction product. The product is: [OH:1][C@@:2]1([C:9]#[C:10][C:11]2[CH:12]=[C:13]([C:17]3[N:18]=[C:19]([C:26]([NH2:31])=[O:28])[C:20]4[CH2:25][CH2:24][CH2:23][C:21]=4[N:22]=3)[CH:14]=[CH:15][CH:16]=2)[CH2:6][CH2:5][N:4]([CH3:7])[C:3]1=[O:8].